From a dataset of Forward reaction prediction with 1.9M reactions from USPTO patents (1976-2016). Predict the product of the given reaction. Given the reactants [OH-].[Na+].[CH3:3][C:4]([P:10]([OH:13])([OH:12])=[O:11])([P:6]([OH:9])([OH:8])=[O:7])[OH:5].[Ca:14], predict the reaction product. The product is: [Ca:14].[CH3:3][C:4]([P:10]([OH:13])([OH:12])=[O:11])([P:6]([OH:9])([OH:8])=[O:7])[OH:5].